This data is from NCI-60 drug combinations with 297,098 pairs across 59 cell lines. The task is: Regression. Given two drug SMILES strings and cell line genomic features, predict the synergy score measuring deviation from expected non-interaction effect. (1) Drug 1: C1CCC(CC1)NC(=O)N(CCCl)N=O. Drug 2: CNC(=O)C1=NC=CC(=C1)OC2=CC=C(C=C2)NC(=O)NC3=CC(=C(C=C3)Cl)C(F)(F)F. Cell line: M14. Synergy scores: CSS=24.1, Synergy_ZIP=1.44, Synergy_Bliss=4.72, Synergy_Loewe=-8.75, Synergy_HSA=3.86. (2) Drug 1: C1C(C(OC1N2C=NC3=C(N=C(N=C32)Cl)N)CO)O. Drug 2: C(CN)CNCCSP(=O)(O)O. Cell line: NCI-H322M. Synergy scores: CSS=-1.51, Synergy_ZIP=6.13, Synergy_Bliss=-2.69, Synergy_Loewe=1.58, Synergy_HSA=-5.51. (3) Drug 1: COC1=CC(=CC(=C1O)OC)C2C3C(COC3=O)C(C4=CC5=C(C=C24)OCO5)OC6C(C(C7C(O6)COC(O7)C8=CC=CS8)O)O. Drug 2: COCCOC1=C(C=C2C(=C1)C(=NC=N2)NC3=CC=CC(=C3)C#C)OCCOC.Cl. Cell line: PC-3. Synergy scores: CSS=22.7, Synergy_ZIP=-4.25, Synergy_Bliss=1.18, Synergy_Loewe=-4.58, Synergy_HSA=2.96. (4) Drug 1: C1=NNC2=C1C(=O)NC=N2. Drug 2: C1CNP(=O)(OC1)N(CCCl)CCCl. Cell line: NCI/ADR-RES. Synergy scores: CSS=-1.17, Synergy_ZIP=1.03, Synergy_Bliss=0.804, Synergy_Loewe=-5.99, Synergy_HSA=-3.93.